Dataset: Full USPTO retrosynthesis dataset with 1.9M reactions from patents (1976-2016). Task: Predict the reactants needed to synthesize the given product. Given the product [CH3:1][O:2][C:3](=[O:37])[C@@H:4]([O:5][C:6]([CH3:8])([CH3:7])[CH3:9])[C:10]1[C:15]([CH3:16])=[CH:14][CH:13]=[C:12]([OH:17])[C:11]=1[C:25]1[C:26]([CH3:36])=[C:27]2[C:32](=[C:33]([F:35])[CH:34]=1)[O:31][CH2:30][CH2:29][CH2:28]2, predict the reactants needed to synthesize it. The reactants are: [CH3:1][O:2][C:3](=[O:37])[C@H:4]([C:10]1[C:15]([CH3:16])=[CH:14][CH:13]=[C:12]([O:17]CC2C=CC=CC=2)[C:11]=1[C:25]1[C:26]([CH3:36])=[C:27]2[C:32](=[C:33]([F:35])[CH:34]=1)[O:31][CH2:30][CH2:29][CH2:28]2)[O:5][C:6]([CH3:9])([CH3:8])[CH3:7].